From a dataset of Full USPTO retrosynthesis dataset with 1.9M reactions from patents (1976-2016). Predict the reactants needed to synthesize the given product. (1) Given the product [OH:32][CH:29]1[CH2:30][CH2:31][CH:26]([NH:25][C:4]2[CH:5]=[C:6]([CH2:9][C:13]3[CH:18]=[C:17]([O:19][CH3:20])[C:16]([O:21][CH3:22])=[C:15]([O:23][CH3:24])[CH:14]=3)[CH:7]=[CH:8][C:3]=2[C:1]([NH2:2])=[O:33])[CH2:27][CH2:28]1, predict the reactants needed to synthesize it. The reactants are: [C:1]([C:3]1[CH:8]=[CH:7][C:6]([CH:9]([C:13]2[CH:18]=[C:17]([O:19][CH3:20])[C:16]([O:21][CH3:22])=[C:15]([O:23][CH3:24])[CH:14]=2)C(O)=O)=[CH:5][C:4]=1[NH:25][CH:26]1[CH2:31][CH2:30][CH:29]([OH:32])[CH2:28][CH2:27]1)#[N:2].[OH-:33].[Na+].OO. (2) Given the product [CH3:30][NH:31][C:24]([CH:21]1[CH2:20][CH2:19][CH:18]([NH:17][C:13]2[N:12]=[C:11]([C:6]3[N:7]([CH:8]([CH3:10])[CH3:9])[C:3]([CH3:2])=[N:4][CH:5]=3)[CH:16]=[CH:15][N:14]=2)[CH2:23][CH2:22]1)=[O:26], predict the reactants needed to synthesize it. The reactants are: [Li+].[CH3:2][C:3]1[N:7]([CH:8]([CH3:10])[CH3:9])[C:6]([C:11]2[CH:16]=[CH:15][N:14]=[C:13]([NH:17][CH:18]3[CH2:23][CH2:22][CH:21]([C:24]([O-:26])=O)[CH2:20][CH2:19]3)[N:12]=2)=[CH:5][N:4]=1.CN.C[CH2:30][N:31](C(C)C)C(C)C.CN(C(ON1N=NC2C=CC=CC1=2)=[N+](C)C)C.F[P-](F)(F)(F)(F)F. (3) Given the product [F:8][C:7]1[C:6]([NH:9][C:10]2[CH:15]=[CH:14][C:13]([I:16])=[CH:12][C:11]=2[F:17])=[C:5]([NH:18][S:23]([C:20]2([CH3:19])[CH2:22][CH2:21]2)(=[O:25])=[O:24])[CH:4]=[CH:3][C:2]=1[F:1], predict the reactants needed to synthesize it. The reactants are: [F:1][C:2]1[C:7]([F:8])=[C:6]([NH:9][C:10]2[CH:15]=[CH:14][C:13]([I:16])=[CH:12][C:11]=2[F:17])[C:5]([NH2:18])=[CH:4][CH:3]=1.[CH3:19][C:20]1([S:23](Cl)(=[O:25])=[O:24])[CH2:22][CH2:21]1. (4) The reactants are: [OH:1][C:2]1[CH:11]=[C:10]([OH:12])[C:9]2[C:4](=[CH:5][CH:6]=[CH:7][CH:8]=2)[N:3]=1.[C:13](=O)([O-])[O-].[K+].[K+].S(OC)(OC)(=O)=O. Given the product [OH:1][C:2]1[CH:11]=[C:10]([O:12][CH3:13])[C:9]2[C:4](=[CH:5][CH:6]=[CH:7][CH:8]=2)[N:3]=1, predict the reactants needed to synthesize it. (5) Given the product [CH:14]1([CH2:13][CH:12]([C:19]2[CH:24]=[CH:23][C:22]([N+:25]([O-:38])=[O:36])=[CH:21][CH:20]=2)[C:11]([NH:10][C:7]2[CH:8]=[CH:9][C:4]([C:3]([OH:2])=[O:35])=[CH:5][N:6]=2)=[O:34])[CH2:18][CH2:17][CH2:16][CH2:15]1, predict the reactants needed to synthesize it. The reactants are: C[O:2][C:3](=[O:35])[C:4]1[CH:9]=[CH:8][C:7]([NH:10][C:11](=[O:34])[CH:12]([C:19]2[CH:24]=[CH:23][C:22]([NH:25]C(C3C=NC=CC=3)=O)=[CH:21][CH:20]=2)[CH2:13][CH:14]2[CH2:18][CH2:17][CH2:16][CH2:15]2)=[N:6][CH:5]=1.[OH-:36].[Li+].[OH2:38]. (6) Given the product [CH3:26][C:24]([CH3:25])([CH3:27])[C:12](=[O:11])[CH2:13][CH:14]1[O:18][N:17]=[C:16]([C:19]([O:21][CH2:22][CH3:23])=[O:20])[CH2:15]1, predict the reactants needed to synthesize it. The reactants are: CS(C)=O.C(Cl)(=O)C(Cl)=O.[OH:11][CH:12]([C:24]([CH3:27])([CH3:26])[CH3:25])[CH2:13][CH:14]1[O:18][N:17]=[C:16]([C:19]([O:21][CH2:22][CH3:23])=[O:20])[CH2:15]1.C(N(CC)CC)C. (7) Given the product [CH3:12][O:13][P:14]([CH2:18][P:30]([CH2:19][CH2:20][CH2:21][CH2:22][CH2:23][CH2:24][CH2:25][CH2:26][CH2:27][CH:28]=[CH2:29])([O:31][CH2:32][CH3:33])=[O:34])(=[O:17])[O:15][CH3:16], predict the reactants needed to synthesize it. The reactants are: C([Li])CCC.CCCCCC.[CH3:12][O:13][P:14]([CH3:18])(=[O:17])[O:15][CH3:16].[CH2:19]([P:30](Cl)(=[O:34])[O:31][CH2:32][CH3:33])[CH2:20][CH2:21][CH2:22][CH2:23][CH2:24][CH2:25][CH2:26][CH2:27][CH:28]=[CH2:29].[Cl-].[NH4+].